Dataset: Catalyst prediction with 721,799 reactions and 888 catalyst types from USPTO. Task: Predict which catalyst facilitates the given reaction. Reactant: [Br:1][C:2]1[CH:3]=[CH:4][C:5]([C:8]2[N:9]=[N:10][NH:11][N:12]=2)=[N:6][CH:7]=1.[CH3:13]I.[OH-].[K+]. Product: [Br:1][C:2]1[CH:3]=[CH:4][C:5]([C:8]2[N:9]=[N:10][N:11]([CH3:13])[N:12]=2)=[N:6][CH:7]=1.[Br:1][C:2]1[CH:3]=[CH:4][C:5]([C:8]2[N:12]([CH3:13])[N:11]=[N:10][N:9]=2)=[N:6][CH:7]=1. The catalyst class is: 3.